Predict the reaction yield, written as a fraction of the theoretical maximum amount of product (1.0 means a 100% yield; for example, 0.34 means a 34% yield). From a dataset of Reaction yield outcomes from USPTO patents with 853,638 reactions. (1) The reactants are [N+:1]([C:4]1[CH:9]=[CH:8][C:7]([C:10]2[NH:19][C:13]3[CH:14]=[N:15][C:16]([NH2:18])=[CH:17][C:12]=3[N:11]=2)=[CH:6][CH:5]=1)([O-:3])=[O:2].Cl.[N:21]1[CH:26]=[CH:25][CH:24]=[CH:23][C:22]=1[C:27](Cl)=[O:28].O. The catalyst is N1C=CC=CC=1. The product is [N+:1]([C:4]1[CH:9]=[CH:8][C:7]([C:10]2[NH:19][C:13]3[CH:14]=[N:15][C:16]([NH:18][C:27]([C:22]4[CH:23]=[CH:24][CH:25]=[CH:26][N:21]=4)=[O:28])=[CH:17][C:12]=3[N:11]=2)=[CH:6][CH:5]=1)([O-:3])=[O:2]. The yield is 0.310. (2) The reactants are [CH3:1][C:2]1[C:7]([CH3:8])=[CH:6][C:5]([CH3:9])=[CH:4][C:3]=1O.O[CH:12]([C:16]1[CH:21]=[CH:20][C:19]([Br:22])=[CH:18][CH:17]=1)[C:13]([OH:15])=[O:14]. The catalyst is C(OCC)(=O)C.CCCCCC. The product is [Br:22][C:19]1[CH:20]=[CH:21][C:16]([CH:12]2[C:4]3[C:5]([CH3:9])=[CH:6][C:7]([CH3:8])=[C:2]([CH3:1])[C:3]=3[O:15][C:13]2=[O:14])=[CH:17][CH:18]=1. The yield is 0.430. (3) The reactants are C(OC(=O)[NH:7][C:8]1[CH:13]=[C:12]([C:14]([F:17])([F:16])[F:15])[CH:11]=[C:10]([NH:18][C:19](=[O:51])[CH2:20][C:21](=[O:50])[NH:22][C@@H:23]([CH2:29][N:30]([C:40]([O:42][CH2:43][C:44]2[CH:49]=[CH:48][CH:47]=[CH:46][CH:45]=2)=[O:41])[CH2:31][C:32]2[CH:37]=[CH:36][C:35]([CH3:38])=[CH:34][C:33]=2[CH3:39])[C@@H:24]([OH:28])[CH2:25][CH2:26][CH3:27])[CH:9]=1)(C)(C)C.C(O)(C(F)(F)F)=O. The catalyst is C(Cl)Cl. The product is [CH2:43]([O:42][C:40](=[O:41])[N:30]([CH2:29][C@H:23]([NH:22][C:21](=[O:50])[CH2:20][C:19](=[O:51])[NH:18][C:10]1[CH:11]=[C:12]([C:14]([F:15])([F:16])[F:17])[CH:13]=[C:8]([NH2:7])[CH:9]=1)[C@@H:24]([OH:28])[CH2:25][CH2:26][CH3:27])[CH2:31][C:32]1[CH:37]=[CH:36][C:35]([CH3:38])=[CH:34][C:33]=1[CH3:39])[C:44]1[CH:49]=[CH:48][CH:47]=[CH:46][CH:45]=1. The yield is 1.00. (4) The catalyst is CN(C=O)C.[Pd].C1(P(C2C=CC=CC=2)C2C=CC=CC=2)C=CC=CC=1.C1(P(C2C=CC=CC=2)C2C=CC=CC=2)C=CC=CC=1.C1(P(C2C=CC=CC=2)C2C=CC=CC=2)C=CC=CC=1.C1(P(C2C=CC=CC=2)C2C=CC=CC=2)C=CC=CC=1. The product is [F:22][C:21]1[CH:20]=[C:19]2[C:14]([CH:15]=[CH:16][CH:17]=[N:18]2)=[CH:13][C:12]=1[CH2:11][C:8]1[N:6]2[N:7]=[C:2]([C:28](=[O:30])[CH3:29])[CH:3]=[CH:4][C:5]2=[N:10][CH:9]=1. The reactants are Cl[C:2]1[CH:3]=[CH:4][C:5]2[N:6]([C:8]([CH2:11][C:12]3[CH:13]=[C:14]4[C:19](=[CH:20][C:21]=3[F:22])[N:18]=[CH:17][CH:16]=[CH:15]4)=[CH:9][N:10]=2)[N:7]=1.C([Sn](CCCC)(CCCC)[C:28]([O:30]CC)=[CH2:29])CCC.Cl.O. The yield is 0.790. (5) The reactants are Cl[C:2]1[N:7]=[C:6]([NH:8][C:9]2[CH:18]=[CH:17][CH:16]=[CH:15][C:10]=2[C:11]([NH:13][CH3:14])=[O:12])[C:5]([C:19]([F:22])([F:21])[F:20])=[CH:4][N:3]=1.[NH2:23][C:24]1[C:38]([O:39][CH3:40])=[CH:37][C:27]([CH2:28][P:29](=[O:36])([O:33][CH2:34][CH3:35])[O:30][CH2:31][CH3:32])=[C:26]([F:41])[CH:25]=1.C(O)(C(F)(F)F)=O. No catalyst specified. The product is [F:41][C:26]1[CH:25]=[C:24]([NH:23][C:2]2[N:7]=[C:6]([NH:8][C:9]3[CH:18]=[CH:17][CH:16]=[CH:15][C:10]=3[C:11](=[O:12])[NH:13][CH3:14])[C:5]([C:19]([F:22])([F:21])[F:20])=[CH:4][N:3]=2)[C:38]([O:39][CH3:40])=[CH:37][C:27]=1[CH2:28][P:29](=[O:36])([O:30][CH2:31][CH3:32])[O:33][CH2:34][CH3:35]. The yield is 0.540. (6) The reactants are F[C:2]1[CH:3]=[C:4]([N+:9]([O-:11])=[O:10])[CH:5]=[C:6](F)[CH:7]=1.CS(C)=O.[NH:16]1[CH2:21][CH2:20][O:19][CH2:18][CH2:17]1. The catalyst is C(Cl)Cl. The product is [N:16]1([C:2]2[CH:7]=[C:6]([N:16]3[CH2:21][CH2:20][O:19][CH2:18][CH2:17]3)[CH:5]=[C:4]([N+:9]([O-:11])=[O:10])[CH:3]=2)[CH2:21][CH2:20][O:19][CH2:18][CH2:17]1. The yield is 0.580.